This data is from NCI-60 drug combinations with 297,098 pairs across 59 cell lines. The task is: Regression. Given two drug SMILES strings and cell line genomic features, predict the synergy score measuring deviation from expected non-interaction effect. (1) Drug 1: COC1=CC(=CC(=C1O)OC)C2C3C(COC3=O)C(C4=CC5=C(C=C24)OCO5)OC6C(C(C7C(O6)COC(O7)C8=CC=CS8)O)O. Drug 2: CN(C(=O)NC(C=O)C(C(C(CO)O)O)O)N=O. Cell line: NCI/ADR-RES. Synergy scores: CSS=-2.38, Synergy_ZIP=0.272, Synergy_Bliss=-1.63, Synergy_Loewe=-2.85, Synergy_HSA=-1.99. (2) Drug 1: CC(CN1CC(=O)NC(=O)C1)N2CC(=O)NC(=O)C2. Drug 2: C(CN)CNCCSP(=O)(O)O. Cell line: SNB-75. Synergy scores: CSS=-1.89, Synergy_ZIP=2.03, Synergy_Bliss=2.96, Synergy_Loewe=-0.507, Synergy_HSA=-0.138. (3) Drug 2: C1=CC(=CC=C1C#N)C(C2=CC=C(C=C2)C#N)N3C=NC=N3. Drug 1: C1=CC(=CC=C1CCC2=CNC3=C2C(=O)NC(=N3)N)C(=O)NC(CCC(=O)O)C(=O)O. Synergy scores: CSS=7.97, Synergy_ZIP=-2.66, Synergy_Bliss=-1.19, Synergy_Loewe=-5.52, Synergy_HSA=0.528. Cell line: NCI-H322M. (4) Synergy scores: CSS=33.2, Synergy_ZIP=-6.43, Synergy_Bliss=-0.640, Synergy_Loewe=-2.01, Synergy_HSA=2.04. Drug 1: CC1CCC2CC(C(=CC=CC=CC(CC(C(=O)C(C(C(=CC(C(=O)CC(OC(=O)C3CCCCN3C(=O)C(=O)C1(O2)O)C(C)CC4CCC(C(C4)OC)O)C)C)O)OC)C)C)C)OC. Cell line: RPMI-8226. Drug 2: CN(CCCl)CCCl.Cl. (5) Drug 1: CN1CCC(CC1)COC2=C(C=C3C(=C2)N=CN=C3NC4=C(C=C(C=C4)Br)F)OC. Drug 2: CC1=C(N=C(N=C1N)C(CC(=O)N)NCC(C(=O)N)N)C(=O)NC(C(C2=CN=CN2)OC3C(C(C(C(O3)CO)O)O)OC4C(C(C(C(O4)CO)O)OC(=O)N)O)C(=O)NC(C)C(C(C)C(=O)NC(C(C)O)C(=O)NCCC5=NC(=CS5)C6=NC(=CS6)C(=O)NCCC[S+](C)C)O. Cell line: HL-60(TB). Synergy scores: CSS=9.88, Synergy_ZIP=7.50, Synergy_Bliss=11.0, Synergy_Loewe=1.70, Synergy_HSA=3.67.